This data is from Reaction yield outcomes from USPTO patents with 853,638 reactions. The task is: Predict the reaction yield, written as a fraction of the theoretical maximum amount of product (1.0 means a 100% yield; for example, 0.34 means a 34% yield). (1) The reactants are [CH2:1]([C:8]1[NH:26][C:11]2[N:12]=[N:13][C:14]([CH2:16][CH2:17][CH2:18][CH2:19][C:20]3[S:24][C:23]([NH2:25])=[N:22][N:21]=3)=[CH:15][C:10]=2[CH:9]=1)[C:2]1[CH:7]=[CH:6][CH:5]=[CH:4][CH:3]=1.[C:27]1([CH2:33][C:34](Cl)=[O:35])[CH:32]=[CH:31][CH:30]=[CH:29][CH:28]=1. The catalyst is N1C=CC=CC=1. The product is [CH2:1]([C:8]1[NH:26][C:11]2[N:12]=[N:13][C:14]([CH2:16][CH2:17][CH2:18][CH2:19][C:20]3[S:24][C:23]([NH:25][C:34](=[O:35])[CH2:33][C:27]4[CH:32]=[CH:31][CH:30]=[CH:29][CH:28]=4)=[N:22][N:21]=3)=[CH:15][C:10]=2[CH:9]=1)[C:2]1[CH:7]=[CH:6][CH:5]=[CH:4][CH:3]=1. The yield is 0.230. (2) The reactants are Br[C:2]1[CH:7]=[CH:6][C:5]2[C:8]3[CH2:9][N:10]([C:15]([O:17][C:18]([CH3:21])([CH3:20])[CH3:19])=[O:16])[CH2:11][CH2:12][C:13]=3[O:14][C:4]=2[CH:3]=1.[C:22]1([S:28]([O-:30])=[O:29])[CH:27]=[CH:26][CH:25]=[CH:24][CH:23]=1.[Na+]. No catalyst specified. The product is [C:22]1([S:28]([C:2]2[CH:7]=[CH:6][C:5]3[C:8]4[CH2:9][N:10]([C:15]([O:17][C:18]([CH3:21])([CH3:20])[CH3:19])=[O:16])[CH2:11][CH2:12][C:13]=4[O:14][C:4]=3[CH:3]=2)(=[O:30])=[O:29])[CH:27]=[CH:26][CH:25]=[CH:24][CH:23]=1. The yield is 0.290. (3) The reactants are [C:1]([C:4]1[CH:9]=[CH:8][C:7]([C:10]([CH3:14])([CH3:13])[C:11]#[N:12])=[C:6]([CH3:15])[CH:5]=1)(=O)[CH3:2].[BH4-].[Na+].O.[NH3:19]. The catalyst is CO.CC(C)[O-].[Ti+4].CC(C)[O-].CC(C)[O-].CC(C)[O-]. The product is [NH2:19][CH:1]([C:4]1[CH:9]=[CH:8][C:7]([C:10]([CH3:14])([CH3:13])[C:11]#[N:12])=[C:6]([CH3:15])[CH:5]=1)[CH3:2]. The yield is 0.750. (4) The reactants are [CH2:1]([O:4][N:5]([C@H:18]1[CH2:23][N:22](C(OC(C)(C)C)=O)[C@H:21]([C:31](=[O:33])[NH2:32])[C:20]([CH3:34])=[CH:19]1)[S:6]([C:9]1[CH:14]=[CH:13][CH:12]=[CH:11][C:10]=1[N+:15]([O-:17])=[O:16])(=[O:8])=[O:7])[CH:2]=[CH2:3]. The yield is 0.910. The product is [CH2:1]([O:4][N:5]([C@H:18]1[CH2:23][NH:22][C@H:21]([C:31]([NH2:32])=[O:33])[C:20]([CH3:34])=[CH:19]1)[S:6]([C:9]1[CH:14]=[CH:13][CH:12]=[CH:11][C:10]=1[N+:15]([O-:17])=[O:16])(=[O:8])=[O:7])[CH:2]=[CH2:3]. The catalyst is ClCCl.[Br-].[Zn+2].[Br-]. (5) The reactants are Cl.[NH2:2][CH:3]([C:5]1[C:6](=[O:24])[NH:7][C:8]2[C:13]([CH:14]=1)=[CH:12][C:11]([Cl:15])=[C:10]([O:16][CH2:17][CH:18]1[CH2:21][C:20]([F:23])([F:22])[CH2:19]1)[CH:9]=2)[CH3:4].Cl[C:26]1[N:31]=[C:30]([O:32][CH3:33])[C:29]([C:34]#[N:35])=[CH:28][N:27]=1.CCN(C(C)C)C(C)C.O. The catalyst is CS(C)=O. The product is [Cl:15][C:11]1[CH:12]=[C:13]2[C:8](=[CH:9][C:10]=1[O:16][CH2:17][CH:18]1[CH2:21][C:20]([F:23])([F:22])[CH2:19]1)[NH:7][C:6](=[O:24])[C:5]([CH:3]([NH:2][C:26]1[N:31]=[C:30]([O:32][CH3:33])[C:29]([C:34]#[N:35])=[CH:28][N:27]=1)[CH3:4])=[CH:14]2. The yield is 0.744. (6) The reactants are [Br:1][C:2]1[CH:9]=[CH:8][C:5]([CH:6]=O)=[C:4]([O:10][C:11]2[CH:12]=[N:13][CH:14]=[CH:15][CH:16]=2)[CH:3]=1.[CH:17]1([NH2:20])[CH2:19][CH2:18]1.C(O)(=O)C.[BH-](OC(C)=O)(OC(C)=O)OC(C)=O.[Na+]. The catalyst is ClCCCl.C(Cl)Cl. The product is [Br:1][C:2]1[CH:9]=[CH:8][C:5]([CH2:6][NH:20][CH:17]2[CH2:19][CH2:18]2)=[C:4]([O:10][C:11]2[CH:12]=[N:13][CH:14]=[CH:15][CH:16]=2)[CH:3]=1. The yield is 0.760. (7) The reactants are C[Si](C)(C)[O:3][C@H:4]1[CH2:6][C@@H:5]1[CH2:7][CH2:8][CH2:9][CH:10]=[CH2:11].CCCC[N+](CCCC)(CCCC)CCCC.[F-].O. The catalyst is C1COCC1. The product is [CH2:7]([CH:5]1[CH2:6][CH:4]1[OH:3])[CH2:8][CH2:9][CH:10]=[CH2:11]. The yield is 0.710. (8) The reactants are [O-:1][N+:2]1[C:7]2[CH:8]=[CH:9][CH:10]=[CH:11][C:6]=2[N+:5]([O-:12])=[C:4]([NH:13][CH2:14][CH2:15][CH2:16][CH2:17][CH2:18][CH2:19][NH2:20])[N:3]=1.[N-]1C=CN=C1.[CH:26]1[C:39]2[C:30](=[N:31][C:32]3[C:37]([CH:38]=2)=[CH:36][CH:35]=[CH:34][CH:33]=3)[C:29]([C:40](O)=[O:41])=[CH:28][CH:27]=1. The catalyst is C1COCC1.CN(C=O)C. The product is [O-:1][N+:2]1[C:7]2[CH:8]=[CH:9][CH:10]=[CH:11][C:6]=2[N+:5]([O-:12])=[C:4]([NH:13][CH2:14][CH2:15][CH2:16][CH2:17][CH2:18][CH2:19][NH:20][C:40]([C:29]2[C:30]3[C:39](=[CH:38][C:37]4[C:32]([N:31]=3)=[CH:33][CH:34]=[CH:35][CH:36]=4)[CH:26]=[CH:27][CH:28]=2)=[O:41])[N:3]=1. The yield is 0.910. (9) The yield is 0.300. The reactants are [F:1][C:2]1[N:6](CC2C=CC(OC)=CC=2)[N:5]=[N:4][C:3]=1[C:16]1[CH:21]=[CH:20][N:19]=[C:18]([C:22]2[N:23]=[CH:24][N:25]([CH2:27][CH2:28][C:29]3[C:38]4[C:33](=[CH:34][CH:35]=[CH:36][CH:37]=4)[CH:32]=[CH:31][CH:30]=3)[CH:26]=2)[CH:17]=1. The catalyst is C(O)(C(F)(F)F)=O. The product is [F:1][C:2]1[NH:6][N:5]=[N:4][C:3]=1[C:16]1[CH:21]=[CH:20][N:19]=[C:18]([C:22]2[N:23]=[CH:24][N:25]([CH2:27][CH2:28][C:29]3[C:38]4[C:33](=[CH:34][CH:35]=[CH:36][CH:37]=4)[CH:32]=[CH:31][CH:30]=3)[CH:26]=2)[CH:17]=1.